Dataset: Cav3 T-type calcium channel HTS with 100,875 compounds. Task: Binary Classification. Given a drug SMILES string, predict its activity (active/inactive) in a high-throughput screening assay against a specified biological target. (1) The compound is FC(F)(F)c1nnc(nc1N(N)C)c1ccccc1. The result is 0 (inactive). (2) The drug is S=c1n(Cc2ccc(cc2)C(=O)NCC(OC)OC)c(=O)c2c([nH]1)cc1OCOc1c2. The result is 0 (inactive). (3) The molecule is n1(CCC)c2c(nc1Nc1n(c3c(n1)cccc3)C)cccc2. The result is 0 (inactive). (4) The compound is O(C(=O)c1n(c(c(c1C)C(=O)NCc1ncccc1)C)CC)CC. The result is 0 (inactive). (5) The compound is S(=O)(=O)(N1C(=O)C(S\C1=N/c1ccccc1)c1ccccc1)c1ccc(cc1)C. The result is 0 (inactive).